Dataset: Reaction yield outcomes from USPTO patents with 853,638 reactions. Task: Predict the reaction yield, written as a fraction of the theoretical maximum amount of product (1.0 means a 100% yield; for example, 0.34 means a 34% yield). (1) The reactants are [Cl:1][C:2]1[CH:3]=[C:4]([N:10]2[CH:22]([CH:23]3[CH2:27][CH2:26][CH2:25][CH2:24]3)[CH:21]3[C:12]([C:13]4[CH:14]=[CH:15][C:16]([C:28]([OH:30])=O)=[N:17][C:18]=4[CH2:19][CH2:20]3)=[N:11]2)[CH:5]=[CH:6][C:7]=1[C:8]#[N:9].Cl.[NH:32]1[CH2:37][CH2:36][S:35](=[O:39])(=[O:38])[CH2:34][CH2:33]1.CCN(C(C)C)C(C)C.CN(C(ON1N=NC2C=CC=NC1=2)=[N+](C)C)C.F[P-](F)(F)(F)(F)F. The catalyst is ClCCl.CN(C=O)C. The product is [Cl:1][C:2]1[CH:3]=[C:4]([N:10]2[CH:22]([CH:23]3[CH2:24][CH2:25][CH2:26][CH2:27]3)[CH:21]3[C:12]([C:13]4[CH:14]=[CH:15][C:16]([C:28]([N:32]5[CH2:37][CH2:36][S:35](=[O:39])(=[O:38])[CH2:34][CH2:33]5)=[O:30])=[N:17][C:18]=4[CH2:19][CH2:20]3)=[N:11]2)[CH:5]=[CH:6][C:7]=1[C:8]#[N:9]. The yield is 0.762. (2) The reactants are Cl[CH2:2][CH2:3][CH2:4][S:5]([O:8][CH2:9][C:10]([CH3:30])([CH3:29])[C@@H:11]([O:21][CH2:22][C:23]1[CH:28]=[CH:27][CH:26]=[CH:25][CH:24]=1)[C:12]([O:14][CH2:15][C:16](=[O:20])[N:17]([CH3:19])[CH3:18])=[O:13])(=[O:7])=[O:6].[N-:31]=[N+:32]=[N-:33].[Na+]. The catalyst is CS(C)=O. The product is [N:31]([CH2:2][CH2:3][CH2:4][S:5]([O:8][CH2:9][C:10]([CH3:30])([CH3:29])[C@@H:11]([O:21][CH2:22][C:23]1[CH:28]=[CH:27][CH:26]=[CH:25][CH:24]=1)[C:12]([O:14][CH2:15][C:16](=[O:20])[N:17]([CH3:19])[CH3:18])=[O:13])(=[O:7])=[O:6])=[N+:32]=[N-:33]. The yield is 0.910. (3) The reactants are [Cl:1]N1C(=O)CCC1=O.Cl.[Br:10][C:11]1[CH:16]=[CH:15][C:14]([NH:17][C:18]2[C:23]([C:24]([OH:26])=[O:25])=[CH:22][N:21]=[C:20]([Cl:27])[CH:19]=2)=[C:13]([Cl:28])[CH:12]=1. The catalyst is CN(C=O)C.S(=O)(O)[O-].[Na+].O. The product is [Br:10][C:11]1[CH:16]=[CH:15][C:14]([NH:17][C:18]2[C:23]([C:24]([OH:26])=[O:25])=[CH:22][N:21]=[C:20]([Cl:27])[C:19]=2[Cl:1])=[C:13]([Cl:28])[CH:12]=1. The yield is 0.370. (4) The reactants are [CH3:1][O:2][C:3]([C:5]1[CH:14]=[CH:13][C:12]2[C:11](=[O:15])[CH2:10][CH2:9][CH2:8][C:7]=2[CH:6]=1)=[O:4].[O:16]1[CH:20]=[CH:19][C:18]([CH:21]=O)=[CH:17]1. No catalyst specified. The product is [O:16]1[CH:20]=[CH:19][C:18]([CH:21]=[C:10]2[CH2:9][CH2:8][C:7]3[CH:6]=[C:5]([C:3]([O:2][CH3:1])=[O:4])[CH:14]=[CH:13][C:12]=3[C:11]2=[O:15])=[CH:17]1. The yield is 0.800. (5) The reactants are [F:1][C:2]1[CH:7]=[CH:6][CH:5]=[C:4]([F:8])[C:3]=1[N:9]1[C:14]2[N:15]=[C:16]([NH:29][CH2:30][CH2:31][N:32]([CH3:34])[CH3:33])[N:17]=[C:18]([C:19]3[CH:27]=[CH:26][C:22]([C:23]([OH:25])=O)=[CH:21][C:20]=3[CH3:28])[C:13]=2[CH2:12][NH:11][C:10]1=[O:35].[F:36][C:37]1[CH:43]=[CH:42][C:40]([NH2:41])=[CH:39][CH:38]=1.CN(C(ON1N=NC2C=CC=CC1=2)=[N+](C)C)C.F[P-](F)(F)(F)(F)F. The catalyst is C(Cl)Cl. The product is [F:1][C:2]1[CH:7]=[CH:6][CH:5]=[C:4]([F:8])[C:3]=1[N:9]1[C:14]2[N:15]=[C:16]([NH:29][CH2:30][CH2:31][N:32]([CH3:34])[CH3:33])[N:17]=[C:18]([C:19]3[CH:27]=[CH:26][C:22]([C:23]([NH:41][C:40]4[CH:42]=[CH:43][C:37]([F:36])=[CH:38][CH:39]=4)=[O:25])=[CH:21][C:20]=3[CH3:28])[C:13]=2[CH2:12][NH:11][C:10]1=[O:35]. The yield is 0.740. (6) The reactants are CS(C)=O.C(Cl)(=O)C(Cl)=O.[CH3:11][C@H:12]([CH2:15][CH2:16][C:17]1[C:22]([CH3:24])([CH3:23])[CH2:21][CH2:20][CH2:19][C:18]=1[CH3:25])[CH2:13][OH:14].CCN(CC)CC. The catalyst is C(Cl)Cl.O. The product is [CH3:11][C@H:12]([CH2:15][CH2:16][C:17]1[C:22]([CH3:24])([CH3:23])[CH2:21][CH2:20][CH2:19][C:18]=1[CH3:25])[CH:13]=[O:14]. The yield is 0.900. (7) The reactants are [CH:1]1([C:4]([CH2:6][C:7]2[CH:12]=[CH:11][CH:10]=[CH:9][C:8]=2[F:13])=[O:5])[CH2:3][CH2:2]1.[Br:14]N1C(C)(C)C(=O)N(Br)C1=O. The catalyst is N(C(C)(C)C#N)=NC(C)(C)C#N.C(O)(=O)C. The product is [CH:1]1([C:4]([CH:6]([Br:14])[C:7]2[CH:12]=[CH:11][CH:10]=[CH:9][C:8]=2[F:13])=[O:5])[CH2:3][CH2:2]1. The yield is 0.835. (8) The reactants are [C:1]([O:5][C:6](=[O:41])[NH:7][CH:8]([C:36](=[O:40])[N:37]([CH3:39])[CH3:38])[CH2:9][C:10]1[CH:15]=[CH:14][C:13]([O:16][C:17]2[CH:22]=[CH:21][CH:20]=[CH:19][C:18]=2[CH2:23][CH2:24][C:25](=[O:35])[NH:26][O:27]CC2C=CC=CC=2)=[CH:12][CH:11]=1)([CH3:4])([CH3:3])[CH3:2].[H][H]. The yield is 0.970. The catalyst is CO.[Pd]. The product is [C:1]([O:5][C:6](=[O:41])[NH:7][CH:8]([C:36](=[O:40])[N:37]([CH3:39])[CH3:38])[CH2:9][C:10]1[CH:11]=[CH:12][C:13]([O:16][C:17]2[CH:22]=[CH:21][CH:20]=[CH:19][C:18]=2[CH2:23][CH2:24][C:25](=[O:35])[NH:26][OH:27])=[CH:14][CH:15]=1)([CH3:2])([CH3:4])[CH3:3]. (9) The reactants are [NH2:1][C:2]1[CH:11]=[CH:10][C:9]2[NH:8][C:7](=[O:12])[C:6]3[NH:13][CH:14]=[CH:15][C:5]=3[C:4]=2[CH:3]=1.Cl.[CH2:17]([C:19]([OH:21])=[O:20])[CH3:18].[Cl:22][C:23]1[S:27][C:26]([S:28](Cl)(=[O:30])=[O:29])=[CH:25][CH:24]=1. No catalyst specified. The product is [Cl:22][C:23]1[S:27][C:26]([S:28]([NH:1][C:2]2[CH:11]=[CH:10][C:9]3[NH:8][C:7](=[O:12])[C:6]4[NH:13][CH:14]=[CH:15][C:5]=4[C:4]=3[CH:3]=2)(=[O:30])=[O:29])=[CH:25][CH:24]=1.[CH2:17]([C:19]([O-:21])=[O:20])[CH3:18]. The yield is 0.0300. (10) The reactants are C([O:3][C:4]([C:6]1[C:7]([CH3:30])=[C:8]([C:23]([O:25][C:26]([CH3:29])([CH3:28])[CH3:27])=[O:24])[NH:9][C:10]=1[CH2:11][CH2:12][CH2:13][NH:14][CH2:15][CH2:16][N:17]1[CH2:22][CH2:21][O:20][CH2:19][CH2:18]1)=O)C.C[Al](C)C. The catalyst is C1(C)C=CC=CC=1. The product is [C:26]([O:25][C:23]([C:8]1[NH:9][C:10]2[CH2:11][CH2:12][CH2:13][N:14]([CH2:15][CH2:16][N:17]3[CH2:22][CH2:21][O:20][CH2:19][CH2:18]3)[C:4](=[O:3])[C:6]=2[C:7]=1[CH3:30])=[O:24])([CH3:29])([CH3:28])[CH3:27]. The yield is 0.610.